Dataset: Full USPTO retrosynthesis dataset with 1.9M reactions from patents (1976-2016). Task: Predict the reactants needed to synthesize the given product. (1) Given the product [Cl:3][CH2:18][C:15]1[CH:16]=[CH:17][C:12]([C:10]2[CH:9]=[CH:8][CH:7]=[C:6]([F:5])[N:11]=2)=[CH:13][CH:14]=1, predict the reactants needed to synthesize it. The reactants are: S(Cl)([Cl:3])=O.[F:5][C:6]1[N:11]=[C:10]([C:12]2[CH:17]=[CH:16][C:15]([CH2:18]O)=[CH:14][CH:13]=2)[CH:9]=[CH:8][CH:7]=1.CN(C=O)C.C([O-])([O-])=O.[Na+].[Na+]. (2) Given the product [CH:1]1([NH:4][C:5]([NH:7][C:8]2[CH:13]=[CH:12][C:11]([O:14][C:15]3[CH:20]=[CH:19][N:18]=[C:17]4[CH:21]=[C:22]([C:24]5[CH:29]=[CH:28][C:27]([CH2:30][NH:46][C:45]6[CH:47]=[CH:48][C:42]([O:41][CH2:40][CH2:39][N:36]7[CH2:35][CH2:34][O:33][CH2:38][CH2:37]7)=[CH:43][CH:44]=6)=[CH:26][N:25]=5)[S:23][C:16]=34)=[C:10]([F:32])[CH:9]=2)=[O:6])[CH2:3][CH2:2]1, predict the reactants needed to synthesize it. The reactants are: [CH:1]1([NH:4][C:5]([NH:7][C:8]2[CH:13]=[CH:12][C:11]([O:14][C:15]3[CH:20]=[CH:19][N:18]=[C:17]4[CH:21]=[C:22]([C:24]5[CH:29]=[CH:28][C:27]([CH:30]=O)=[CH:26][N:25]=5)[S:23][C:16]=34)=[C:10]([F:32])[CH:9]=2)=[O:6])[CH2:3][CH2:2]1.[O:33]1[CH2:38][CH2:37][N:36]([CH2:39][CH2:40][O:41][C:42]2[CH:48]=[CH:47][C:45]([NH2:46])=[CH:44][CH:43]=2)[CH2:35][CH2:34]1.C([Sn](Cl)(Cl)CCCC)CCC.C1([SiH3])C=CC=CC=1. (3) Given the product [CH3:1][C:2]1[C:3]([NH:8][S:9]([C:12]2[S:13][C:14]([CH3:41])=[CH:15][C:16]=2[C:17]2[CH:22]=[CH:21][C:20]([CH2:23][N:24]3[C:32]4[CH:31]=[C:30]([CH2:33][CH3:34])[N:29]=[C:28]([CH3:35])[C:27]=4[C:26]([CH3:36])=[N:25]3)=[CH:19][C:18]=2[CH2:37][O:38][CH2:39][CH3:40])(=[O:10])=[O:11])=[N:4][O:5][C:6]=1[CH3:7], predict the reactants needed to synthesize it. The reactants are: [CH3:1][C:2]1[C:3]([N:8](COCCOC)[S:9]([C:12]2[S:13][C:14]([CH3:41])=[CH:15][C:16]=2[C:17]2[CH:22]=[CH:21][C:20]([CH2:23][N:24]3[C:32]4[CH:31]=[C:30]([CH2:33][CH3:34])[N:29]=[C:28]([CH3:35])[C:27]=4[C:26]([CH3:36])=[N:25]3)=[CH:19][C:18]=2[CH2:37][O:38][CH2:39][CH3:40])(=[O:11])=[O:10])=[N:4][O:5][C:6]=1[CH3:7].C(O)C.Cl.C(=O)(O)[O-].[Na+]. (4) Given the product [CH2:7]([O:14][NH:15][CH:16]1[CH2:21][NH:20][C@H:19]([C:22]#[N:23])[CH2:18][CH2:17]1)[C:8]1[CH:13]=[CH:12][CH:11]=[CH:10][CH:9]=1, predict the reactants needed to synthesize it. The reactants are: C(O)(=O)C(O)=O.[CH2:7]([O:14][NH:15][CH:16]1[CH2:21][NH:20][C@H:19]([C:22]#[N:23])[CH2:18][CH2:17]1)[C:8]1[CH:13]=[CH:12][CH:11]=[CH:10][CH:9]=1.C(=O)(O)[O-].[Na+]. (5) Given the product [CH2:9]([O:11][C:12](=[O:21])[CH2:13][C:14]1[CH:19]=[CH:18][CH:17]=[C:16]([CH2:20][Br:1])[CH:15]=1)[CH3:10], predict the reactants needed to synthesize it. The reactants are: [Br:1]N1C(=O)CCC1=O.[CH2:9]([O:11][C:12](=[O:21])[CH2:13][C:14]1[CH:15]=[C:16]([CH3:20])[CH:17]=[CH:18][CH:19]=1)[CH3:10]. (6) Given the product [OH:2][CH2:3][C:4]1[CH:5]=[CH:6][C:7]([O:10][S:11]([CH3:14])(=[O:13])=[O:12])=[CH:8][CH:9]=1, predict the reactants needed to synthesize it. The reactants are: C[O:2][C:3](=O)[C:4]1[CH:9]=[CH:8][C:7]([O:10][S:11]([CH3:14])(=[O:13])=[O:12])=[CH:6][CH:5]=1.[H-].[H-].[H-].[H-].[Li+].[Al+3].